From a dataset of Catalyst prediction with 721,799 reactions and 888 catalyst types from USPTO. Predict which catalyst facilitates the given reaction. (1) Reactant: [CH3:1][O:2][C:3]1[CH:4]=[C:5]2[C:10](=[CH:11][C:12]=1[O:13][CH3:14])[N:9]=[CH:8][CH:7]=[C:6]2[O:15][C:16]1[CH:22]=[CH:21][C:19]([NH2:20])=[C:18]([F:23])[CH:17]=1.C(N(CC)CC)C.ClC(Cl)(O[C:35](=[O:41])OC(Cl)(Cl)Cl)Cl.[NH2:43][C:44]1[S:45][CH:46]=[C:47]([C:49]([CH3:52])([CH3:51])[CH3:50])[N:48]=1. Product: [C:49]([C:47]1[N:48]=[C:44]([NH:43][C:35]([NH:20][C:19]2[CH:21]=[CH:22][C:16]([O:15][C:6]3[C:5]4[C:10](=[CH:11][C:12]([O:13][CH3:14])=[C:3]([O:2][CH3:1])[CH:4]=4)[N:9]=[CH:8][CH:7]=3)=[CH:17][C:18]=2[F:23])=[O:41])[S:45][CH:46]=1)([CH3:52])([CH3:51])[CH3:50]. The catalyst class is: 146. (2) The catalyst class is: 57. Reactant: [NH2:1][C:2]1[CH:7]=[CH:6][C:5]([C:8]([CH3:12])([CH3:11])[C:9]#[N:10])=[C:4](Br)[CH:3]=1.[Cl:14][C:15]1[CH:20]=[CH:19][C:18](B(O)O)=[CH:17][CH:16]=1.C([O-])([O-])=O.[K+].[K+]. Product: [NH2:1][C:2]1[CH:7]=[CH:6][C:5]([C:8]([CH3:12])([CH3:11])[C:9]#[N:10])=[C:4]([C:18]2[CH:19]=[CH:20][C:15]([Cl:14])=[CH:16][CH:17]=2)[CH:3]=1.